Task: Predict the product of the given reaction.. Dataset: Forward reaction prediction with 1.9M reactions from USPTO patents (1976-2016) (1) Given the reactants Br.F[C:3]1[CH:18]=[C:17]([C:19]([F:22])([F:21])[F:20])[CH:16]=[CH:15][C:4]=1[C:5]([NH:7][C:8]1[CH:13]=[CH:12][NH:11][C:10](=[O:14])[CH:9]=1)=[O:6].C(=O)([O-])[O-].[K+].[K+].[F:29][C:30]1[CH:35]=[CH:34][C:33]([OH:36])=[C:32]([CH3:37])[CH:31]=1.CC1CCCO1, predict the reaction product. The product is: [F:29][C:30]1[CH:35]=[CH:34][C:33]([O:36][C:3]2[CH:18]=[C:17]([C:19]([F:22])([F:21])[F:20])[CH:16]=[CH:15][C:4]=2[C:5]([NH:7][C:8]2[CH:13]=[CH:12][NH:11][C:10](=[O:14])[CH:9]=2)=[O:6])=[C:32]([CH3:37])[CH:31]=1. (2) Given the reactants [CH2:1]([SH:11])[CH2:2][CH2:3][CH2:4][CH2:5][CH2:6][CH2:7][CH2:8][CH2:9][CH3:10].S(Cl)([Cl:15])(=O)=O, predict the reaction product. The product is: [CH2:1]([S:11][Cl:15])[CH2:2][CH2:3][CH2:4][CH2:5][CH2:6][CH2:7][CH2:8][CH2:9][CH3:10].